Dataset: Retrosynthesis with 50K atom-mapped reactions and 10 reaction types from USPTO. Task: Predict the reactants needed to synthesize the given product. Given the product COC(=O)[C@@H]1C[C@H](OC)CN1C(=O)OC(C)(C)C, predict the reactants needed to synthesize it. The reactants are: CI.COC(=O)[C@@H]1C[C@H](O)CN1C(=O)OC(C)(C)C.